This data is from hERG Central: cardiac toxicity at 1µM, 10µM, and general inhibition. The task is: Predict hERG channel inhibition at various concentrations. (1) The compound is O=C1CC(N2CCN(c3nc4ccccc4s3)CC2)C(=O)N1c1ccc(F)cc1. Results: hERG_inhib (hERG inhibition (general)): blocker. (2) The drug is CCOc1ccc(NC(=O)CN2CCN(CC(=O)Nc3ccc(Cl)c(C(F)(F)F)c3)CC2)cc1. Results: hERG_inhib (hERG inhibition (general)): blocker. (3) The drug is O=C(CSc1ccc(-c2nc3ccccc3[nH]2)cn1)N1CCN(C(=O)c2ccco2)CC1. Results: hERG_inhib (hERG inhibition (general)): blocker. (4) The molecule is Cc1cccc(-c2ncc(CN3CCC(CO)(CCCc4ccccc4)CC3)cn2)c1. Results: hERG_inhib (hERG inhibition (general)): blocker. (5) The drug is CCc1noc(C)c1C(=O)NNC(=O)c1nn(C)c(=O)c2ccccc12. Results: hERG_inhib (hERG inhibition (general)): blocker. (6) The compound is N#Cc1ccc(Cn2ccnc2C(=O)Nc2ccccc2)cc1. Results: hERG_inhib (hERG inhibition (general)): blocker.